Predict the reactants needed to synthesize the given product. From a dataset of Full USPTO retrosynthesis dataset with 1.9M reactions from patents (1976-2016). (1) Given the product [C:5]([OH:15])(=[O:4])[C:6]1[CH:14]=[CH:13][C:9]([C:10]([NH2:12])=[O:11])=[CH:8][CH:7]=1, predict the reactants needed to synthesize it. The reactants are: [Li+].[OH-].C[O:4][C:5](=[O:15])[C:6]1[CH:14]=[CH:13][C:9]([C:10]([NH2:12])=[O:11])=[CH:8][CH:7]=1.CO.O. (2) Given the product [Br:1][C:2]1[CH:7]=[CH:6][C:5]([CH:8]([OH:14])[CH2:9][N:10]([CH2:11][CH2:12][OH:13])[C:21](=[O:22])[O:20][C:17]([CH3:19])([CH3:18])[CH3:16])=[CH:4][C:3]=1[Cl:15], predict the reactants needed to synthesize it. The reactants are: [Br:1][C:2]1[CH:7]=[CH:6][C:5]([CH:8]([OH:14])[CH2:9][NH:10][CH2:11][CH2:12][OH:13])=[CH:4][C:3]=1[Cl:15].[CH3:16][C:17]([O:20][C:21](O[C:21]([O:20][C:17]([CH3:19])([CH3:18])[CH3:16])=[O:22])=[O:22])([CH3:19])[CH3:18].CCOC(C)=O.